From a dataset of Full USPTO retrosynthesis dataset with 1.9M reactions from patents (1976-2016). Predict the reactants needed to synthesize the given product. (1) Given the product [CH2:22]([C:16]1[C:15]([C:30]([F:33])([F:32])[F:31])=[C:14]2[C:19]3=[C:18]([CH2:20][NH:21][CH:9]([C:8](=[NH:7])[NH2:34])[CH2:10][N:11]3[CH:12]=[CH:13]2)[CH:17]=1)[CH2:23][C:24]1[CH:25]=[CH:26][CH:27]=[CH:28][CH:29]=1, predict the reactants needed to synthesize it. The reactants are: C(OC(=O)[NH:7]/[C:8](=[N:34]\C(OC(C)(C)C)=O)/[CH:9]1[NH:21][CH2:20][C:18]2=[C:19]3[C:14](=[C:15]([C:30]([F:33])([F:32])[F:31])[C:16]([CH2:22][CH2:23][C:24]4[CH:29]=[CH:28][CH:27]=[CH:26][CH:25]=4)=[CH:17]2)[CH:13]=[CH:12][N:11]3[CH2:10]1)(C)(C)C.Cl. (2) Given the product [Cl:46][C:45]1[CH:7]=[CH:2][CH:3]=[CH:4][C:5]=1[S:8][C:9]1[C:42]2[C:39]([C:40]#[N:41])=[C:38]([CH3:18])[CH:37]=[CH:36][C:35]=2[NH:34][C:10]=1[CH3:12], predict the reactants needed to synthesize it. The reactants are: Cl[C:2]1[CH:7]=C[C:5]([S:8][CH2:9][C:10]([CH3:12])=O)=[CH:4][CH:3]=1.S(Cl)(Cl)(=O)=O.[CH3:18]N(C)C1C2C(=CC=CC=2N(C)C)C=CC=1.[NH2:34][C:35]1[CH:36]=[CH:37][C:38](Cl)=[C:39]([CH:42]=1)[C:40]#[N:41].Cl[CH2:45][Cl:46]. (3) Given the product [Cl:12][C:10]1[CH:9]=[CH:8][CH:7]=[C:6]2[C:11]=1[C:2]([C:34]#[N:35])=[N:3][C:4]([C@@H:13]([NH:15][C:16]1[N:24]=[CH:23][N:22]=[C:21]3[C:17]=1[N:18]=[CH:19][N:20]3[CH2:25][C:26]1[CH:31]=[CH:30][C:29]([O:32][CH3:33])=[CH:28][CH:27]=1)[CH3:14])=[CH:5]2, predict the reactants needed to synthesize it. The reactants are: Cl[C:2]1[C:11]2[C:6](=[CH:7][CH:8]=[CH:9][C:10]=2[Cl:12])[CH:5]=[C:4]([C@@H:13]([NH:15][C:16]2[N:24]=[CH:23][N:22]=[C:21]3[C:17]=2[N:18]=[CH:19][N:20]3[CH2:25][C:26]2[CH:31]=[CH:30][C:29]([O:32][CH3:33])=[CH:28][CH:27]=2)[CH3:14])[N:3]=1.[C:34]([Zn]C#N)#[N:35].O. (4) Given the product [O:15]=[C:14]([CH3:16])[CH2:13][C:12]([O:8][C@@H:6]1[CH2:7][C@H:2]([CH3:1])[CH2:3][CH2:4][C@H:5]1[C:9]([CH3:11])=[CH2:10])=[O:17], predict the reactants needed to synthesize it. The reactants are: [CH3:1][C@H:2]1[CH2:7][C@@H:6]([OH:8])[C@H:5]([C:9]([CH3:11])=[CH2:10])[CH2:4][CH2:3]1.[C:12](OC)(=[O:17])[CH2:13][C:14]([CH3:16])=[O:15].